Dataset: Catalyst prediction with 721,799 reactions and 888 catalyst types from USPTO. Task: Predict which catalyst facilitates the given reaction. (1) Reactant: [NH2:1][C@:2]([CH3:21])([CH2:5][CH2:6][C:7]1[CH:12]=[CH:11][C:10]([O:13][CH2:14][C:15]2[CH:20]=[CH:19][CH:18]=[CH:17][CH:16]=2)=[CH:9][CH:8]=1)[CH2:3][OH:4].C(N(CC)CC)C.[C:29](O[C:29]([O:31][C:32]([CH3:35])([CH3:34])[CH3:33])=[O:30])([O:31][C:32]([CH3:35])([CH3:34])[CH3:33])=[O:30].C1COCC1. The catalyst class is: 4. Product: [C:29]([NH:1][C@:2]([CH3:21])([CH2:5][CH2:6][C:7]1[CH:12]=[CH:11][C:10]([O:13][CH2:14][C:15]2[CH:20]=[CH:19][CH:18]=[CH:17][CH:16]=2)=[CH:9][CH:8]=1)[CH2:3][OH:4])([O:31][C:32]([CH3:35])([CH3:34])[CH3:33])=[O:30]. (2) Reactant: [Br:1][C:2]1[CH:7]=[C:6]([F:8])[C:5](Br)=[CH:4][C:3]=1[F:10].C(=O)=O.CC(C)=O.[Li]CCCC.[CH3:23][Si:24](Cl)([CH3:26])[CH3:25].[Cl-].[NH4+]. Product: [Br:1][C:2]1[C:3]([F:10])=[CH:4][C:5]([Si:24]([CH3:26])([CH3:25])[CH3:23])=[C:6]([F:8])[CH:7]=1. The catalyst class is: 28. (3) Reactant: CC[N:3](C(C)C)[CH:4]([CH3:6])[CH3:5].[C:10]([O:14][C:15]([N:17]1[CH2:22][CH2:21][N:20]([C:23](=[O:53])[CH2:24][N:25]2[C:30]3[N:31]=[C:32](S(C)=O)[N:33]=[CH:34][C:29]=3[CH:28]=[C:27]([C:38]3[CH:43]=[CH:42][C:41]([C:44]4[CH:49]=[CH:48][CH:47]=[C:46]([CH3:50])[N:45]=4)=[CH:40][C:39]=3[CH3:51])[C:26]2=[O:52])[CH2:19][CH2:18]1)=[O:16])([CH3:13])([CH3:12])[CH3:11].CC(N)C. Product: [CH:4]([NH:3][C:32]1[N:33]=[CH:34][C:29]2[CH:28]=[C:27]([C:38]3[CH:43]=[CH:42][C:41]([C:44]4[CH:49]=[CH:48][CH:47]=[C:46]([CH3:50])[N:45]=4)=[CH:40][C:39]=3[CH3:51])[C:26](=[O:52])[N:25]([CH2:24][C:23]([N:20]3[CH2:21][CH2:22][N:17]([C:15]([O:14][C:10]([CH3:13])([CH3:12])[CH3:11])=[O:16])[CH2:18][CH2:19]3)=[O:53])[C:30]=2[N:31]=1)([CH3:6])[CH3:5]. The catalyst class is: 41. (4) Reactant: [CH3:1][C:2]([C:4]1[CH:9]=[CH:8][C:7]([O:10][CH2:11][C:12]2[CH:17]=[CH:16][CH:15]=[CH:14][CH:13]=2)=[CH:6][C:5]=1[OH:18])=[O:3].C(=O)([O-])[O-].[K+].[K+].[I-].[K+].[C:27]([C:29]([CH3:36])([CH3:35])[CH2:30][CH2:31][CH2:32][CH2:33]Br)#[N:28]. Product: [CH2:11]([O:10][C:7]1[CH:8]=[CH:9][C:4]([C:2]([C:1]2[CH:6]=[CH:5][CH:4]=[CH:2][CH:1]=2)=[O:3])=[C:5]([O:18][CH2:33][CH2:32][CH2:31][CH2:30][C:29]([CH3:36])([C:27]#[N:28])[CH3:35])[CH:6]=1)[C:12]1[CH:17]=[CH:16][CH:15]=[CH:14][CH:13]=1. The catalyst class is: 35.